This data is from Reaction yield outcomes from USPTO patents with 853,638 reactions. The task is: Predict the reaction yield, written as a fraction of the theoretical maximum amount of product (1.0 means a 100% yield; for example, 0.34 means a 34% yield). The reactants are [NH2:1][C:2]1[N:3]=[CH:4][C:5]2[CH2:11][N:10]([C:12]3[CH:13]=[C:14]([CH:18]=[CH:19][CH:20]=3)[C:15](O)=[O:16])[CH2:9][CH2:8][C:6]=2[N:7]=1.C(N(CC)C(C)C)(C)C.CN(C(O[N:38]1N=N[C:40]2[CH:41]=[CH:42]C=C[C:39]1=2)=[N+](C)C)C.F[P-](F)(F)(F)(F)F.C(N)CCC. The catalyst is CN(C=O)C.O. The product is [NH2:1][C:2]1[N:3]=[CH:4][C:5]2[CH2:11][N:10]([C:12]3[CH:13]=[C:14]([CH:18]=[CH:19][CH:20]=3)[C:15]([NH:38][CH2:39][CH2:40][CH2:41][CH3:42])=[O:16])[CH2:9][CH2:8][C:6]=2[N:7]=1. The yield is 0.860.